This data is from Forward reaction prediction with 1.9M reactions from USPTO patents (1976-2016). The task is: Predict the product of the given reaction. Given the reactants [Br:1][C:2]1[N:6]2[N:7]=[C:8]([C:11]3[CH:19]=[CH:18][C:14]([C:15]([OH:17])=O)=[CH:13][CH:12]=3)[CH:9]=[CH:10][C:5]2=[N:4][CH:3]=1.CN(C(ON1N=NC2C=CC=NC1=2)=[N+](C)C)C.F[P-](F)(F)(F)(F)F.CN1CCOCC1.[N:51]1([C:57]([O:59][C:60]([CH3:63])([CH3:62])[CH3:61])=[O:58])[CH2:56][CH2:55][NH:54][CH2:53][CH2:52]1, predict the reaction product. The product is: [Br:1][C:2]1[N:6]2[N:7]=[C:8]([C:11]3[CH:12]=[CH:13][C:14]([C:15]([N:54]4[CH2:53][CH2:52][N:51]([C:57]([O:59][C:60]([CH3:63])([CH3:62])[CH3:61])=[O:58])[CH2:56][CH2:55]4)=[O:17])=[CH:18][CH:19]=3)[CH:9]=[CH:10][C:5]2=[N:4][CH:3]=1.